This data is from TCR-epitope binding with 47,182 pairs between 192 epitopes and 23,139 TCRs. The task is: Binary Classification. Given a T-cell receptor sequence (or CDR3 region) and an epitope sequence, predict whether binding occurs between them. (1) The epitope is KAYNVTQAF. The TCR CDR3 sequence is CASNWDSPNEKLFF. Result: 1 (the TCR binds to the epitope). (2) The epitope is VLQAVGACV. The TCR CDR3 sequence is CSGGDGNTIYF. Result: 0 (the TCR does not bind to the epitope). (3) The epitope is KTWGQYWQV. The TCR CDR3 sequence is CSAGSGTRGETQYF. Result: 0 (the TCR does not bind to the epitope). (4) The epitope is ALSKGVHFV. The TCR CDR3 sequence is CAYLEANSYEQYF. Result: 0 (the TCR does not bind to the epitope). (5) The epitope is HSKKKCDEL. The TCR CDR3 sequence is CASSQGPPGTTRETQYF. Result: 1 (the TCR binds to the epitope). (6) The epitope is TPQDLNTML. The TCR CDR3 sequence is CASSQEGGGEGQPQHF. Result: 1 (the TCR binds to the epitope).